This data is from NCI-60 drug combinations with 297,098 pairs across 59 cell lines. The task is: Regression. Given two drug SMILES strings and cell line genomic features, predict the synergy score measuring deviation from expected non-interaction effect. (1) Drug 1: COC1=NC(=NC2=C1N=CN2C3C(C(C(O3)CO)O)O)N. Drug 2: CC1CCCC2(C(O2)CC(NC(=O)CC(C(C(=O)C(C1O)C)(C)C)O)C(=CC3=CSC(=N3)C)C)C. Cell line: U251. Synergy scores: CSS=50.7, Synergy_ZIP=0.343, Synergy_Bliss=-1.03, Synergy_Loewe=-26.7, Synergy_HSA=1.71. (2) Drug 1: CC1=C(C=C(C=C1)NC(=O)C2=CC=C(C=C2)CN3CCN(CC3)C)NC4=NC=CC(=N4)C5=CN=CC=C5. Drug 2: C1C(C(OC1N2C=NC(=NC2=O)N)CO)O. Cell line: SF-268. Synergy scores: CSS=-7.59, Synergy_ZIP=2.55, Synergy_Bliss=-0.0298, Synergy_Loewe=-3.76, Synergy_HSA=-4.09. (3) Drug 1: CC1CCC2CC(C(=CC=CC=CC(CC(C(=O)C(C(C(=CC(C(=O)CC(OC(=O)C3CCCCN3C(=O)C(=O)C1(O2)O)C(C)CC4CCC(C(C4)OC)OCCO)C)C)O)OC)C)C)C)OC. Drug 2: N.N.Cl[Pt+2]Cl. Cell line: MCF7. Synergy scores: CSS=25.8, Synergy_ZIP=-7.49, Synergy_Bliss=-0.333, Synergy_Loewe=0.130, Synergy_HSA=1.98. (4) Drug 1: C1=CC(=CC=C1CCC2=CNC3=C2C(=O)NC(=N3)N)C(=O)NC(CCC(=O)O)C(=O)O. Drug 2: CC=C1C(=O)NC(C(=O)OC2CC(=O)NC(C(=O)NC(CSSCCC=C2)C(=O)N1)C(C)C)C(C)C. Cell line: ACHN. Synergy scores: CSS=36.5, Synergy_ZIP=2.18, Synergy_Bliss=0.933, Synergy_Loewe=1.99, Synergy_HSA=3.45. (5) Drug 1: CC12CCC(CC1=CCC3C2CCC4(C3CC=C4C5=CN=CC=C5)C)O. Drug 2: CN(C)N=NC1=C(NC=N1)C(=O)N. Cell line: 786-0. Synergy scores: CSS=2.72, Synergy_ZIP=-2.93, Synergy_Bliss=-0.0334, Synergy_Loewe=-6.81, Synergy_HSA=-0.685.